From a dataset of Full USPTO retrosynthesis dataset with 1.9M reactions from patents (1976-2016). Predict the reactants needed to synthesize the given product. Given the product [CH:24]12[B:23]([CH2:14][CH:12]3[CH2:11][CH2:10][N:9]([C:15]4[CH:20]=[CH:19][C:18]([Cl:21])=[CH:17][C:16]=4[Cl:22])[CH:8]([C:5]4[CH:6]=[CH:7][C:2]([Cl:1])=[CH:3][CH:4]=4)[CH2:13]3)[CH:28]([CH2:29][CH2:30][CH2:31]1)[CH2:27][CH2:26][CH2:25]2, predict the reactants needed to synthesize it. The reactants are: [Cl:1][C:2]1[CH:7]=[CH:6][C:5]([CH:8]2[CH2:13][C:12](=[CH2:14])[CH2:11][CH2:10][N:9]2[C:15]2[CH:20]=[CH:19][C:18]([Cl:21])=[CH:17][C:16]=2[Cl:22])=[CH:4][CH:3]=1.[BH:23]1[CH:28]2[CH2:29][CH2:30][CH2:31][CH:24]1[CH2:25][CH2:26][CH2:27]2.